From a dataset of Forward reaction prediction with 1.9M reactions from USPTO patents (1976-2016). Predict the product of the given reaction. (1) Given the reactants [NH:1]1[CH2:6][CH2:5][CH:4]([CH2:7][CH2:8][CH2:9][CH2:10][C:11]2[CH:16]=[CH:15][N:14]=[CH:13][CH:12]=2)[CH2:3][CH2:2]1.CCN(CC)CC.Cl[C:25](=[O:30])[C:26]([O:28][CH3:29])=[O:27], predict the reaction product. The product is: [CH3:29][O:28][C:26](=[O:27])[C:25](=[O:30])[N:14]1[CH2:13][CH2:12][CH:11]([CH2:10][CH2:9][CH2:8][CH2:7][C:4]2[CH:3]=[CH:2][N:1]=[CH:6][CH:5]=2)[CH2:16][CH2:15]1. (2) The product is: [Cl:15][C:9]1[CH:10]=[C:11]([Cl:14])[CH:12]=[CH:13][C:8]=1[C:7]#[C:25][C:24]([OH:27])=[O:26]. Given the reactants BrC([CH:7](Br)[C:8]1[CH:13]=[CH:12][C:11]([Cl:14])=[CH:10][C:9]=1[Cl:15])CC(O)=O.CC(C)([O-])C.[K+].Cl.[C:24]([O:27]CC)(=[O:26])[CH3:25], predict the reaction product. (3) Given the reactants [NH2:1][C:2]1[CH:3]=[C:4]([CH:20]=[CH:21][C:22]=1[O:23][C:24]([F:27])([F:26])[F:25])[C:5]([NH:7][C:8]1[CH:9]=[N:10][C:11]([C:14]2[CH:19]=[CH:18][CH:17]=[CH:16][CH:15]=2)=[CH:12][CH:13]=1)=[O:6].N1C=CC=CC=1.[Cl:34][CH:35]([CH3:39])[C:36](Cl)=[O:37], predict the reaction product. The product is: [Cl:34][CH:35]([CH3:39])[C:36]([NH:1][C:2]1[CH:3]=[C:4]([CH:20]=[CH:21][C:22]=1[O:23][C:24]([F:27])([F:25])[F:26])[C:5]([NH:7][C:8]1[CH:9]=[N:10][C:11]([C:14]2[CH:15]=[CH:16][CH:17]=[CH:18][CH:19]=2)=[CH:12][CH:13]=1)=[O:6])=[O:37].